Dataset: Forward reaction prediction with 1.9M reactions from USPTO patents (1976-2016). Task: Predict the product of the given reaction. (1) Given the reactants [CH2:1]([O:8][C:9]([N:11]([CH2:13][C:14]1[CH:19]=[CH:18][C:17]([CH:20]2[C:29](=O)[C:28]3[C:27]([C:31](OC)=[O:32])=[CH:26][CH:25]=[CH:24][C:23]=3[NH:22][CH:21]2[C:35]2[CH:40]=[CH:39][CH:38]=[CH:37][CH:36]=2)=[CH:16][CH:15]=1)[CH3:12])=[O:10])[C:2]1[CH:7]=[CH:6][CH:5]=[CH:4][CH:3]=1.O.[NH2:42][NH2:43], predict the reaction product. The product is: [CH3:12][N:11]([CH2:13][C:14]1[CH:15]=[CH:16][C:17]([CH:20]2[C:29]3=[N:42][NH:43][C:31](=[O:32])[C:27]4[CH:26]=[CH:25][CH:24]=[C:23]([C:28]=43)[NH:22][CH:21]2[C:35]2[CH:40]=[CH:39][CH:38]=[CH:37][CH:36]=2)=[CH:18][CH:19]=1)[C:9](=[O:10])[O:8][CH2:1][C:2]1[CH:7]=[CH:6][CH:5]=[CH:4][CH:3]=1. (2) Given the reactants [C:1]([O:5][C:6](=[O:14])[NH:7][CH:8]1[CH2:13][CH2:12][NH:11][CH2:10][CH2:9]1)([CH3:4])([CH3:3])[CH3:2].Br[CH2:16][CH2:17][S:18][CH2:19][CH3:20].C(=O)([O-])[O-].[K+].[K+], predict the reaction product. The product is: [C:1]([O:5][C:6](=[O:14])[NH:7][CH:8]1[CH2:13][CH2:12][N:11]([CH2:16][CH2:17][S:18][CH2:19][CH3:20])[CH2:10][CH2:9]1)([CH3:4])([CH3:2])[CH3:3]. (3) Given the reactants [H-].[Na+].[CH3:3][O:4][C:5]1[CH:12]=[CH:11][C:8]([CH2:9][OH:10])=[CH:7][CH:6]=1.Cl[C:14]1[CH:15]=[CH:16][C:17]([N+:29]([O-:31])=[O:30])=[C:18]([CH2:20][NH:21][C:22](=[O:28])[O:23][C:24]([CH3:27])([CH3:26])[CH3:25])[CH:19]=1.O, predict the reaction product. The product is: [CH3:3][O:4][C:5]1[CH:12]=[CH:11][C:8]([CH2:9][O:10][C:14]2[CH:15]=[CH:16][C:17]([N+:29]([O-:31])=[O:30])=[C:18]([CH2:20][NH:21][C:22](=[O:28])[O:23][C:24]([CH3:27])([CH3:25])[CH3:26])[CH:19]=2)=[CH:7][CH:6]=1. (4) Given the reactants [NH2:1][CH:2]([C:5]1[C:6](=[O:16])[NH:7][C:8]([CH:11]2[CH2:15][CH2:14][CH2:13][CH2:12]2)=[N:9][N:10]=1)[CH2:3][CH3:4].[CH3:17][C:18]([CH3:23])([CH3:22])[C:19](Cl)=[O:20], predict the reaction product. The product is: [CH:11]1([C:8]2[NH:7][C:6](=[O:16])[C:5]([CH:2]([NH:1][C:19](=[O:20])[C:18]([CH3:23])([CH3:22])[CH3:17])[CH2:3][CH3:4])=[N:10][N:9]=2)[CH2:15][CH2:14][CH2:13][CH2:12]1. (5) Given the reactants [F:1][C:2]([F:7])([F:6])[CH:3]([OH:5])[CH3:4].[H-].[Na+].F[C:11]1[CH:18]=[CH:17][C:16]([CH:19]=[O:20])=[CH:15][C:12]=1[C:13]#[N:14], predict the reaction product. The product is: [CH:19]([C:16]1[CH:17]=[CH:18][C:11]([O:5][CH:3]([CH3:4])[C:2]([F:7])([F:6])[F:1])=[C:12]([CH:15]=1)[C:13]#[N:14])=[O:20]. (6) Given the reactants [C:1]([O:5][C:6](=[O:21])[NH:7][CH:8]([C:10]1[CH:15]=[C:14]([Cl:16])[C:13]([CH3:17])=[C:12](Br)[C:11]=1[O:19][CH3:20])[CH3:9])([CH3:4])([CH3:3])[CH3:2].[C:22]([O:26][CH3:27])(=[O:25])[CH:23]=[CH2:24].C1(P(C2C=CC=CC=2)C2C=CC=CC=2)C=CC=CC=1.C(N(CC)CC)C, predict the reaction product. The product is: [C:1]([O:5][C:6]([NH:7][CH:8]([C:10]1[C:11]([O:19][CH3:20])=[C:12](/[CH:24]=[CH:23]/[C:22]([O:26][CH3:27])=[O:25])[C:13]([CH3:17])=[C:14]([Cl:16])[CH:15]=1)[CH3:9])=[O:21])([CH3:4])([CH3:3])[CH3:2].